Dataset: Peptide-MHC class I binding affinity with 185,985 pairs from IEDB/IMGT. Task: Regression. Given a peptide amino acid sequence and an MHC pseudo amino acid sequence, predict their binding affinity value. This is MHC class I binding data. (1) The peptide sequence is FPRGQGVPI. The MHC is HLA-A02:01 with pseudo-sequence HLA-A02:01. The binding affinity (normalized) is 0. (2) The peptide sequence is LSDLCNFLV. The MHC is HLA-A80:01 with pseudo-sequence HLA-A80:01. The binding affinity (normalized) is 0.0847. (3) The peptide sequence is RQIRMTSTI. The binding affinity (normalized) is 0.213. The MHC is HLA-B45:06 with pseudo-sequence HLA-B45:06. (4) The peptide sequence is FPGDKTSYW. The MHC is HLA-B51:01 with pseudo-sequence HLA-B51:01. The binding affinity (normalized) is 0. (5) The peptide sequence is YTYDRVDIYY. The MHC is HLA-A03:01 with pseudo-sequence HLA-A03:01. The binding affinity (normalized) is 0.577. (6) The peptide sequence is YGPDVEVNV. The MHC is HLA-A24:03 with pseudo-sequence HLA-A24:03. The binding affinity (normalized) is 0.0847. (7) The MHC is HLA-B15:01 with pseudo-sequence HLA-B15:01. The binding affinity (normalized) is 0.213. The peptide sequence is SSCSSCPLSKI. (8) The peptide sequence is LSSKGLACYR. The MHC is HLA-A03:01 with pseudo-sequence HLA-A03:01. The binding affinity (normalized) is 0.551. (9) The binding affinity (normalized) is 0. The peptide sequence is NSKFKNFRVYY. The MHC is Mamu-B17 with pseudo-sequence Mamu-B17.